Dataset: Full USPTO retrosynthesis dataset with 1.9M reactions from patents (1976-2016). Task: Predict the reactants needed to synthesize the given product. Given the product [CH2:32]([N:34]([CH2:39][CH3:40])[CH2:35][CH2:36][N:37]([CH:18]=[C:17]1[C:16]2[C:15]([CH3:30])([C:14]3[CH:5]([O:4][C:2](=[O:3])[CH3:1])[CH2:6][C:7]4([CH3:31])[CH:8]([C:13]=3[C:21](=[O:22])[C:20]=2[OH:19])[CH2:9][CH2:10][CH:11]4[OH:12])[CH:26]([CH2:27][O:28][CH3:29])[O:25][C:23]1=[O:24])[CH3:38])[CH3:33], predict the reactants needed to synthesize it. The reactants are: [CH3:1][C:2]([O:4][C@H:5]1[C:14]2[C@@:15]3([CH3:30])[C@@H:26]([CH2:27][O:28][CH3:29])[O:25][C:23](=[O:24])[C:17]4=[CH:18][O:19][C:20]([C:21](=[O:22])[C:13]=2[C@@H:8]2[CH2:9][CH2:10][C@H:11]([OH:12])[C@@:7]2([CH3:31])[CH2:6]1)=[C:16]34)=[O:3].[CH2:32]([N:34]([CH2:39][CH3:40])[CH2:35][CH2:36][NH:37][CH3:38])[CH3:33].